This data is from Catalyst prediction with 721,799 reactions and 888 catalyst types from USPTO. The task is: Predict which catalyst facilitates the given reaction. Reactant: Cl.[C:2]1([P:8]2(=[O:14])[CH2:13][CH2:12][NH:11][CH2:10][CH2:9]2)[CH:7]=[CH:6][CH:5]=[CH:4][CH:3]=1.CC[NH+](CC)CC.CC[NH+](CC)CC.C([O-])([O-])=O. Product: [C:2]1([P:8]2(=[O:14])[CH2:9][CH2:10][NH:11][CH2:12][CH2:13]2)[CH:3]=[CH:4][CH:5]=[CH:6][CH:7]=1. The catalyst class is: 6.